Task: Predict the reaction yield, written as a fraction of the theoretical maximum amount of product (1.0 means a 100% yield; for example, 0.34 means a 34% yield).. Dataset: Reaction yield outcomes from USPTO patents with 853,638 reactions (1) The reactants are [NH2:1][C:2]([CH:4]1[CH2:9][CH2:8][NH:7][CH2:6][CH2:5]1)=[O:3].C(N(CC)CC)C.[C:17]1([S:27](Cl)(=[O:29])=[O:28])[C:26]2[C:21](=[CH:22][CH:23]=[CH:24][CH:25]=2)[CH:20]=[CH:19][CH:18]=1. The catalyst is O1CCCC1. The product is [NH2:1][C:2]([CH:4]1[CH2:9][CH2:8][N:7]([S:27]([C:17]2[C:26]3[C:21](=[CH:22][CH:23]=[CH:24][CH:25]=3)[CH:20]=[CH:19][CH:18]=2)(=[O:29])=[O:28])[CH2:6][CH2:5]1)=[O:3]. The yield is 0.880. (2) The reactants are [CH:1]([N:4]1[C:8]([C:9]2[N:18]=[C:17]3[N:11]([CH2:12][CH2:13][O:14][C:15]4[CH:22]=[C:21](OS(C(F)(F)F)(=O)=O)[N:20]=[CH:19][C:16]=43)[CH:10]=2)=[N:7][C:6]([CH3:31])=[N:5]1)([CH3:3])[CH3:2].[NH2:32][CH2:33][C:34]([NH2:36])=[O:35].CN1C(=O)CCC1. The catalyst is O. The product is [CH:1]([N:4]1[C:8]([C:9]2[N:18]=[C:17]3[C:16]4[CH:19]=[N:20][C:21]([NH:32][CH2:33][C:34]([NH2:36])=[O:35])=[CH:22][C:15]=4[O:14][CH2:13][CH2:12][N:11]3[CH:10]=2)=[N:7][C:6]([CH3:31])=[N:5]1)([CH3:2])[CH3:3]. The yield is 0.170. (3) The reactants are [OH:1][CH:2]([CH:14]=[CH2:15])[CH2:3][CH2:4][CH2:5][CH2:6][CH2:7][CH2:8][CH2:9][C:10]([O:12][CH3:13])=[O:11].C(OC=C)(=O)C. The catalyst is CCCCC. The product is [OH:1][C@@H:2]([CH:14]=[CH2:15])[CH2:3][CH2:4][CH2:5][CH2:6][CH2:7][CH2:8][CH2:9][C:10]([O:12][CH3:13])=[O:11]. The yield is 0.336. (4) The reactants are [CH2:1]([O:3][C:4]([C:6]1[C:7]([CH3:26])=[C:8]([C:19]([O:21][C:22]([CH3:25])([CH3:24])[CH3:23])=[O:20])[NH:9][C:10]=1[CH2:11][CH2:12][CH2:13]OS(C)(=O)=O)=[O:5])[CH3:2].[N:27]1([CH2:33][CH2:34][NH2:35])[CH2:32][CH2:31][O:30][CH2:29][CH2:28]1.C(OCC)(=O)C. The catalyst is O.[Cl-].[Na+].O. The product is [CH2:1]([O:3][C:4]([C:6]1[C:7]([CH3:26])=[C:8]([C:19]([O:21][C:22]([CH3:25])([CH3:24])[CH3:23])=[O:20])[NH:9][C:10]=1[CH2:11][CH2:12][CH2:13][NH:35][CH2:34][CH2:33][N:27]1[CH2:32][CH2:31][O:30][CH2:29][CH2:28]1)=[O:5])[CH3:2]. The yield is 0.870. (5) The reactants are [Cl:1][C:2]1[CH:3]=[C:4]([NH:16][C:17]2[N:22]=[CH:21][N:20]=[C:19]3[NH:23][N:24]=[C:25]([O:26][CH2:27][CH2:28][NH:29][CH3:30])[C:18]=23)[CH:5]=[CH:6][C:7]=1[O:8][CH2:9][C:10]1[CH:15]=[CH:14][CH:13]=[CH:12][N:11]=1.[C:31]([OH:35])(=O)[CH2:32][OH:33]. No catalyst specified. The product is [Cl:1][C:2]1[CH:3]=[C:4]([NH:16][C:17]2[N:22]=[CH:21][N:20]=[C:19]3[NH:23][N:24]=[C:25]([O:26][CH2:27][CH2:28][N:29]([CH3:30])[C:31](=[O:35])[CH2:32][OH:33])[C:18]=23)[CH:5]=[CH:6][C:7]=1[O:8][CH2:9][C:10]1[CH:15]=[CH:14][CH:13]=[CH:12][N:11]=1. The yield is 1.00. (6) The reactants are [CH3:1][O:2][C:3]1[CH:4]=[C:5]([C:12]2[S:13][C:14]3[CH:20]=[C:19]([O:21][CH3:22])[CH:18]=[CH:17][C:15]=3[N:16]=2)[CH:6]=[CH:7][C:8]=1[N+:9]([O-])=O.O.O.[Sn](Cl)Cl.CCCCCC.C1COCC1. The catalyst is CCO. The product is [NH2:9][C:8]1[CH:7]=[CH:6][C:5]([C:12]2[S:13][C:14]3[CH:20]=[C:19]([O:21][CH3:22])[CH:18]=[CH:17][C:15]=3[N:16]=2)=[CH:4][C:3]=1[O:2][CH3:1]. The yield is 0.910. (7) The reactants are [CH3:1][S:2][C:3]1[CH:8]=[CH:7][C:6]([C:9](=O)[CH2:10][C:11]([O:13]C)=O)=[CH:5][CH:4]=1.[C:16]1([NH:22][NH2:23])[CH:21]=[CH:20][CH:19]=[CH:18][CH:17]=1. The catalyst is C(O)C. The product is [CH3:1][S:2][C:3]1[CH:4]=[CH:5][C:6]([C:9]2[CH:10]=[C:11]([OH:13])[N:22]([C:16]3[CH:21]=[CH:20][CH:19]=[CH:18][CH:17]=3)[N:23]=2)=[CH:7][CH:8]=1. The yield is 0.760.